The task is: Predict the product of the given reaction.. This data is from Forward reaction prediction with 1.9M reactions from USPTO patents (1976-2016). Given the reactants C(OC(=O)[NH:7][C:8]1[CH:13]=[C:12]([C:14]#[N:15])[CH:11]=[C:10]([N:16]2[CH2:27][CH2:26][C:19]3([C:23](=[O:24])[N:22]([CH3:25])[CH2:21][CH2:20]3)[CH2:18][CH2:17]2)[C:9]=1[Cl:28])(C)(C)C.C(O)(C(F)(F)F)=O, predict the reaction product. The product is: [NH2:7][C:8]1[CH:13]=[C:12]([CH:11]=[C:10]([N:16]2[CH2:27][CH2:26][C:19]3([C:23](=[O:24])[N:22]([CH3:25])[CH2:21][CH2:20]3)[CH2:18][CH2:17]2)[C:9]=1[Cl:28])[C:14]#[N:15].